Dataset: Catalyst prediction with 721,799 reactions and 888 catalyst types from USPTO. Task: Predict which catalyst facilitates the given reaction. (1) Reactant: C(OC([N:11]1[CH2:16][CH2:15][CH:14]([CH2:17][N:18]([C:29]2[CH:33]=[C:32]([C:34]3[CH:39]=[CH:38][CH:37]=[CH:36][CH:35]=3)[S:31][C:30]=2[C:40]([OH:42])=[O:41])[C:19](=[O:28])[C:20]2[CH:25]=[CH:24][C:23]([Cl:26])=[CH:22][C:21]=2[Cl:27])[CH2:13][CH2:12]1)=O)C1C=CC=CC=1. Product: [Cl:27][C:21]1[CH:22]=[C:23]([Cl:26])[CH:24]=[CH:25][C:20]=1[C:19]([N:18]([CH2:17][CH:14]1[CH2:13][CH2:12][NH:11][CH2:16][CH2:15]1)[C:29]1[CH:33]=[C:32]([C:34]2[CH:35]=[CH:36][CH:37]=[CH:38][CH:39]=2)[S:31][C:30]=1[C:40]([OH:42])=[O:41])=[O:28]. The catalyst class is: 19. (2) Reactant: [O:1]1[CH2:6][CH2:5][N:4]([C:7]2[N:12]=[C:11]([N:13]3[CH2:18][CH2:17][O:16][CH2:15][CH2:14]3)[N:10]=[C:9]([C:19]3[CH:24]=[CH:23][C:22]([NH:25][C:26](=[O:37])[NH:27][C:28]4[CH:36]=[CH:35][C:31]([C:32]([OH:34])=O)=[CH:30][CH:29]=4)=[CH:21][CH:20]=3)[N:8]=2)[CH2:3][CH2:2]1.CCN(C(C)C)C(C)C.CN(C(ON1N=NC2C=CC=CC1=2)=[N+](C)C)C.F[P-](F)(F)(F)(F)F.[CH3:71][N:72]([CH3:77])[CH2:73][CH2:74][NH:75][CH3:76]. Product: [CH3:71][N:72]([CH3:77])[CH2:73][CH2:74][N:75]([CH3:76])[C:32](=[O:34])[C:31]1[CH:35]=[CH:36][C:28]([NH:27][C:26]([NH:25][C:22]2[CH:21]=[CH:20][C:19]([C:9]3[N:10]=[C:11]([N:13]4[CH2:14][CH2:15][O:16][CH2:17][CH2:18]4)[N:12]=[C:7]([N:4]4[CH2:5][CH2:6][O:1][CH2:2][CH2:3]4)[N:8]=3)=[CH:24][CH:23]=2)=[O:37])=[CH:29][CH:30]=1. The catalyst class is: 37.